This data is from Full USPTO retrosynthesis dataset with 1.9M reactions from patents (1976-2016). The task is: Predict the reactants needed to synthesize the given product. (1) Given the product [C:1]([O:4][C@@H:5]1[C@@H:10]([O:11][C:12](=[O:14])[CH3:13])[C@H:9]([O:15][C:16](=[O:18])[CH3:17])[C@@H:8]([CH2:19][O:20][C:21](=[O:23])[CH3:22])[O:7][C@H:6]1[C:24]1[CH:29]=[CH:28][C:27]([B:31]2[O:35][C:34]([CH3:37])([CH3:36])[C:33]([CH3:39])([CH3:38])[O:32]2)=[CH:26][CH:25]=1)(=[O:3])[CH3:2], predict the reactants needed to synthesize it. The reactants are: [C:1]([O:4][C@@H:5]1[C@@H:10]([O:11][C:12](=[O:14])[CH3:13])[C@H:9]([O:15][C:16](=[O:18])[CH3:17])[C@@H:8]([CH2:19][O:20][C:21](=[O:23])[CH3:22])[O:7][C@H:6]1[C:24]1[CH:29]=[CH:28][C:27](Br)=[CH:26][CH:25]=1)(=[O:3])[CH3:2].[B:31]1([B:31]2[O:35][C:34]([CH3:37])([CH3:36])[C:33]([CH3:39])([CH3:38])[O:32]2)[O:35][C:34]([CH3:37])([CH3:36])[C:33]([CH3:39])([CH3:38])[O:32]1.C([O-])(=O)C.[K+]. (2) Given the product [Cl:1][C:2]1[CH:7]=[CH:6][CH:5]=[C:4]([CH2:8][C:9]2[N:14]=[C:13]([OH:15])[CH:12]=[C:11]([O:17][CH3:18])[N:10]=2)[C:3]=1[NH:19][S:20]([CH:23]([F:25])[F:24])(=[O:22])=[O:21], predict the reactants needed to synthesize it. The reactants are: [Cl:1][C:2]1[CH:7]=[CH:6][CH:5]=[C:4]([CH2:8][C:9]2[N:14]=[C:13]([O:15]C)[CH:12]=[C:11]([O:17][CH3:18])[N:10]=2)[C:3]=1[NH:19][S:20]([CH:23]([F:25])[F:24])(=[O:22])=[O:21].Br. (3) The reactants are: C[N+]1([O-])CC[O:5]CC1.N1C=CC=CC=1.[C:15]([O:34][CH2:35][C@H:36]1[O:40][C@@H:39]([N:41]2[CH:49]=[C:47]([CH3:48])[C:45](=[O:46])[NH:44][C:42]2=[O:43])[CH2:38][C:37]1=[CH2:50])([C:28]1[CH:33]=[CH:32][CH:31]=[CH:30][CH:29]=1)([C:22]1[CH:27]=[CH:26][CH:25]=[CH:24][CH:23]=1)[C:16]1[CH:21]=[CH:20][CH:19]=[CH:18][CH:17]=1.S([O-])([O-])(=O)=S.[Na+].[Na+].[OH2:58]. Given the product [OH:58][CH2:50][C@@:37]1([OH:5])[C@@H:36]([CH2:35][O:34][C:15]([C:28]2[CH:33]=[CH:32][CH:31]=[CH:30][CH:29]=2)([C:22]2[CH:23]=[CH:24][CH:25]=[CH:26][CH:27]=2)[C:16]2[CH:21]=[CH:20][CH:19]=[CH:18][CH:17]=2)[O:40][C@@H:39]([N:41]2[CH:49]=[C:47]([CH3:48])[C:45](=[O:46])[NH:44][C:42]2=[O:43])[CH2:38]1, predict the reactants needed to synthesize it. (4) Given the product [Br:12][CH:13]([C:24]1[O:6][C:5]([C:4]2[CH:9]=[CH:10][CH:11]=[C:2]([Cl:1])[CH:3]=2)=[N:7][N:8]=1)[CH3:14], predict the reactants needed to synthesize it. The reactants are: [Cl:1][C:2]1[CH:3]=[C:4]([CH:9]=[CH:10][CH:11]=1)[C:5]([NH:7][NH2:8])=[O:6].[Br:12][CH:13]([CH3:24])[C:14](OCC)(OCC)OCC. (5) Given the product [NH2:5][C:1]([C:2]1[N:8]=[N:7][N:6]([CH:9]([CH3:17])[C:10]([OH:12])=[O:11])[CH:3]=1)=[O:4], predict the reactants needed to synthesize it. The reactants are: [C:1]([NH2:5])(=[O:4])[C:2]#[CH:3].[N:6]([CH:9]([CH3:17])[C:10]([O:12]C(C)(C)C)=[O:11])=[N+:7]=[N-:8].